From a dataset of Catalyst prediction with 721,799 reactions and 888 catalyst types from USPTO. Predict which catalyst facilitates the given reaction. Reactant: C[O:2][C:3](=O)[C:4]1[CH:9]=[C:8]([NH2:10])[CH:7]=[CH:6][C:5]=1[O:11][C:12]([F:15])([F:14])[F:13].[H-].[Al+3].[Li+].[H-].[H-].[H-]. Product: [NH2:10][C:8]1[CH:7]=[CH:6][C:5]([O:11][C:12]([F:13])([F:14])[F:15])=[C:4]([CH2:3][OH:2])[CH:9]=1. The catalyst class is: 1.